From a dataset of Full USPTO retrosynthesis dataset with 1.9M reactions from patents (1976-2016). Predict the reactants needed to synthesize the given product. (1) Given the product [O:1]1[C:5]2[CH:6]=[CH:7][C:8]([CH2:10][CH2:11][NH:12][C:29]([C:28]3[CH:27]=[CH:26][C:25]([O:24][C:23]4[CH:22]=[C:21]5[C:16]([CH:17]([C:34]([O:36][CH2:37][CH3:38])=[O:35])[CH2:18][CH2:19][O:20]5)=[CH:15][C:14]=4[Cl:13])=[CH:33][CH:32]=3)=[O:30])=[CH:9][C:4]=2[O:3][CH2:2]1, predict the reactants needed to synthesize it. The reactants are: [O:1]1[C:5]2[CH:6]=[CH:7][C:8]([CH2:10][CH2:11][NH2:12])=[CH:9][C:4]=2[O:3][CH2:2]1.[Cl:13][C:14]1[CH:15]=[C:16]2[C:21](=[CH:22][C:23]=1[O:24][C:25]1[CH:33]=[CH:32][C:28]([C:29](O)=[O:30])=[CH:27][CH:26]=1)[O:20][CH2:19][CH2:18][CH:17]2[C:34]([O:36][CH2:37][CH3:38])=[O:35].Cl.CN(C)CCCN=C=NCC.ON1C2N=CC=CC=2N=N1. (2) Given the product [Cl:7][CH2:8][CH2:9][C:10]1[CH:15]=[CH:14][C:13]([C:16]2[CH:21]=[CH:20][C:19]([S:22]([O-:24])=[O:23])=[CH:18][CH:17]=2)=[CH:12][CH:11]=1.[Na+:5], predict the reactants needed to synthesize it. The reactants are: S([O-])([O-])=O.[Na+:5].[Na+].[Cl:7][CH2:8][CH2:9][C:10]1[CH:15]=[CH:14][C:13]([C:16]2[CH:21]=[CH:20][C:19]([S:22](Cl)(=[O:24])=[O:23])=[CH:18][CH:17]=2)=[CH:12][CH:11]=1. (3) Given the product [Br:10][C:3]1[N:4]2[CH2:9][CH2:8][CH2:7][CH2:6][C:5]2=[N:1][CH:2]=1, predict the reactants needed to synthesize it. The reactants are: [N:1]1[CH:2]=[CH:3][N:4]2[CH2:9][CH2:8][CH2:7][CH2:6][C:5]=12.[Br:10]N1C(=O)CCC1=O. (4) The reactants are: [NH2:1][C:2]1[C:7]2[C:8](=[O:14])[N:9]([CH3:13])[CH2:10][CH2:11][O:12][C:6]=2[CH:5]=[CH:4][CH:3]=1.[CH3:15][N:16]1[CH:20]=[C:19]([NH:21][C:22]2[CH:27]=[C:26](I)[C:25]([C:29]([F:32])([F:31])[F:30])=[CH:24][N:23]=2)[C:18]([CH3:33])=[N:17]1. Given the product [CH3:15][N:16]1[CH:20]=[C:19]([NH:21][C:22]2[CH:27]=[C:26]([NH:1][C:2]3[C:7]4[C:8](=[O:14])[N:9]([CH3:13])[CH2:10][CH2:11][O:12][C:6]=4[CH:5]=[CH:4][CH:3]=3)[C:25]([C:29]([F:31])([F:30])[F:32])=[CH:24][N:23]=2)[C:18]([CH3:33])=[N:17]1, predict the reactants needed to synthesize it. (5) Given the product [Cl:8][C:9]1[CH:24]=[CH:23][C:12]([O:13][C:14]2[CH:22]=[CH:21][C:17]([C:18]([O:19][CH3:30])=[C:2]([C:1]#[N:5])[C:3]#[N:4])=[CH:16][CH:15]=2)=[CH:11][C:10]=1[CH3:25], predict the reactants needed to synthesize it. The reactants are: [C:1](#[N:5])[CH2:2][C:3]#[N:4].[H-].[Na+].[Cl:8][C:9]1[CH:24]=[CH:23][C:12]([O:13][C:14]2[CH:22]=[CH:21][C:17]([C:18](Cl)=[O:19])=[CH:16][CH:15]=2)=[CH:11][C:10]=1[CH3:25].S(OC)(O[CH3:30])(=O)=O. (6) Given the product [S:16]1[CH2:15][CH2:14][C@@H:18]([CH2:19][CH2:20][CH2:21][CH2:22][C:23]([NH:2][CH2:3][CH2:4][NH:5][C:6](=[O:13])/[CH:7]=[CH:8]/[C:9]([O:11][CH3:12])=[O:10])=[O:24])[S:17]1, predict the reactants needed to synthesize it. The reactants are: Cl.[NH2:2][CH2:3][CH2:4][NH:5][C:6](=[O:13])/[CH:7]=[CH:8]/[C:9]([O:11][CH3:12])=[O:10].[CH2:14]1[C@@H:18]([CH2:19][CH2:20][CH2:21][CH2:22][C:23](O)=[O:24])[S:17][S:16][CH2:15]1.CN(C(ON1N=NC2C=CC=NC1=2)=[N+](C)C)C.F[P-](F)(F)(F)(F)F.CCN(C(C)C)C(C)C. (7) Given the product [C:1]([C:4]1[CH:9]=[CH:8][CH:7]=[CH:6][C:5]=1[NH:10][C:11]1[CH:16]=[CH:15][C:14]([C:17]([F:20])([F:19])[F:18])=[CH:13][C:12]=1[NH:21][C:22]1[CH:31]=[CH:30][C:29]([CH2:32][N:33]([CH2:41][C:42]2[CH:43]=[CH:44][CH:45]=[CH:46][CH:47]=2)[CH2:34][C:35]2[CH:36]=[CH:37][CH:38]=[CH:39][CH:40]=2)=[CH:28][C:23]=1[C:24]([OH:26])=[O:25])([OH:3])=[O:2], predict the reactants needed to synthesize it. The reactants are: [C:1]([C:4]1[CH:9]=[CH:8][CH:7]=[CH:6][C:5]=1[NH:10][C:11]1[CH:16]=[CH:15][C:14]([C:17]([F:20])([F:19])[F:18])=[CH:13][C:12]=1[NH:21][C:22]1[CH:31]=[CH:30][C:29]([CH2:32][N:33]([CH2:41][C:42]2[CH:47]=[CH:46][CH:45]=[CH:44][CH:43]=2)[CH2:34][C:35]2[CH:40]=[CH:39][CH:38]=[CH:37][CH:36]=2)=[CH:28][C:23]=1[C:24]([O:26]C)=[O:25])([OH:3])=[O:2].C1COCC1.[OH-].[Li+].Cl.